This data is from Reaction yield outcomes from USPTO patents with 853,638 reactions. The task is: Predict the reaction yield, written as a fraction of the theoretical maximum amount of product (1.0 means a 100% yield; for example, 0.34 means a 34% yield). (1) The reactants are Br[C:2]1[CH:3]=[CH:4][C:5]([O:10][CH3:11])=[C:6]([CH:9]=1)[CH:7]=[O:8].[S:12]1[CH:16]=[CH:15][CH:14]=[C:13]1B(O)O.C(COC)OC.C([O-])([O-])=O.[Na+].[Na+]. The catalyst is O.[Pd].C1(P(C2C=CC=CC=2)C2C=CC=CC=2)C=CC=CC=1.C1(P(C2C=CC=CC=2)C2C=CC=CC=2)C=CC=CC=1.C1(P(C2C=CC=CC=2)C2C=CC=CC=2)C=CC=CC=1.C1(P(C2C=CC=CC=2)C2C=CC=CC=2)C=CC=CC=1. The product is [CH3:11][O:10][C:5]1[CH:4]=[CH:3][C:2]([C:13]2[S:12][CH:16]=[CH:15][CH:14]=2)=[CH:9][C:6]=1[CH:7]=[O:8]. The yield is 0.890. (2) The reactants are [H-].[Na+].[C:3]1([OH:9])[CH:8]=[CH:7][CH:6]=[CH:5][CH:4]=1.Cl[C:11]1[C:16]([N+:17]([O-:19])=[O:18])=[C:15]([NH:20][CH2:21][C:22]([NH:25][C:26](=[O:28])[CH3:27])([CH3:24])[CH3:23])[C:14]([CH3:29])=[C:13]([CH3:30])[N:12]=1.CCOC(C)=O. The catalyst is C(COC)OC. The product is [CH3:30][C:13]1[C:14]([CH3:29])=[C:15]([NH:20][CH2:21][C:22]([NH:25][C:26](=[O:28])[CH3:27])([CH3:24])[CH3:23])[C:16]([N+:17]([O-:19])=[O:18])=[C:11]([O:9][C:3]2[CH:8]=[CH:7][CH:6]=[CH:5][CH:4]=2)[N:12]=1. The yield is 0.500. (3) The reactants are [C:1](Cl)(Cl)=[S:2].[Cl:5][C:6]1[C:7]([NH2:13])=[N:8][CH:9]=[C:10]([Cl:12])[CH:11]=1. The catalyst is O1CCCC1.C(=O)([O-])O.[Na+]. The product is [Cl:5][C:6]1[C:7]([N:13]=[C:1]=[S:2])=[N:8][CH:9]=[C:10]([Cl:12])[CH:11]=1. The yield is 0.390. (4) The reactants are [NH2:1][C:2]1[C:3]([NH:12][CH2:13][CH:14]([O:17][CH3:18])[O:15][CH3:16])=[C:4]([CH:9]=[CH:10][CH:11]=1)[C:5]([O:7][CH3:8])=[O:6].OOS([O-])=O.[K+].[F:25][C:26]1[CH:33]=[CH:32][C:29]([CH:30]=O)=[CH:28][CH:27]=1. The catalyst is CN(C=O)C.O. The product is [CH3:16][O:15][CH:14]([O:17][CH3:18])[CH2:13][N:12]1[C:3]2[C:4]([C:5]([O:7][CH3:8])=[O:6])=[CH:9][CH:10]=[CH:11][C:2]=2[N:1]=[C:30]1[C:29]1[CH:32]=[CH:33][C:26]([F:25])=[CH:27][CH:28]=1. The yield is 0.790. (5) The reactants are [CH2:1]([O:4][N:5]([C@H:18]1[CH2:23][N:22]([C:24]([O:26][C:27]([CH3:30])([CH3:29])[CH3:28])=[O:25])[C@H:21]([C:31]([OH:33])=O)[C:20]([CH3:34])=[C:19]1[CH3:35])[S:6]([C:9]1[CH:14]=[CH:13][CH:12]=[CH:11][C:10]=1[N+:15]([O-:17])=[O:16])(=[O:8])=[O:7])[CH:2]=[CH2:3].C(O[N:40]([C@H]1CN(C(OC(C)(C)C)=O)[C@H](C(=O)N)C=C1C)S(C1C=CC=CC=1[N+]([O-])=O)(=O)=O)C=C. No catalyst specified. The product is [CH2:1]([O:4][N:5]([C@H:18]1[CH2:23][N:22]([C:24]([O:26][C:27]([CH3:30])([CH3:28])[CH3:29])=[O:25])[C@H:21]([C:31](=[O:33])[NH2:40])[C:20]([CH3:34])=[C:19]1[CH3:35])[S:6]([C:9]1[CH:14]=[CH:13][CH:12]=[CH:11][C:10]=1[N+:15]([O-:17])=[O:16])(=[O:8])=[O:7])[CH:2]=[CH2:3]. The yield is 0.950. (6) The reactants are C(=O)([O-])[O-].[Na+].[Na+].[CH:7]1[C:19]2[CH:18]([CH2:20][O:21][C:22](Cl)=[O:23])[C:17]3[C:12](=[CH:13][CH:14]=[CH:15][CH:16]=3)[C:11]=2[CH:10]=[CH:9][CH:8]=1.[Cl:25][C@H:26]1[CH2:30][NH:29][C@@H:28]2[C@@H:31]([OH:34])[CH2:32][O:33][C@H:27]12. The catalyst is O.O1CCOCC1. The product is [Cl:25][C@H:26]1[CH2:30][N:29]([C:22]([O:21][CH2:20][CH:18]2[C:19]3[CH:7]=[CH:8][CH:9]=[CH:10][C:11]=3[C:16]3[C:17]2=[CH:12][CH:13]=[CH:14][CH:15]=3)=[O:23])[C@@H:28]2[C@@H:31]([OH:34])[CH2:32][O:33][C@H:27]12. The yield is 0.870. (7) The reactants are [H-].[H-].[H-].[H-].[Li+].[Al+3].[CH3:7][O:8][C:9]1[CH:17]=[C:16]2[C:12]([CH:13]=[C:14]([C:18](OC)=O)[NH:15]2)=[CH:11][CH:10]=1. The catalyst is O1CCOCC1. The product is [CH3:7][O:8][C:9]1[CH:17]=[C:16]2[C:12]([CH:13]=[C:14]([CH3:18])[NH:15]2)=[CH:11][CH:10]=1. The yield is 0.610.